From a dataset of Forward reaction prediction with 1.9M reactions from USPTO patents (1976-2016). Predict the product of the given reaction. (1) Given the reactants [CH3:1][O:2][C:3]1[CH:23]=[CH:22][C:6]2[NH:7][C:8]([S:10][CH2:11][C:12]3[C:17]([CH3:18])=[C:16]([O:19][CH3:20])[C:15]([CH3:21])=[CH:14][N:13]=3)=[N:9][C:5]=2[CH:4]=1.ClC1C=CC=C(C(OO)=[O:32])C=1.[OH-].[NH4+], predict the reaction product. The product is: [CH3:1][O:2][C:3]1[CH:23]=[CH:22][C:6]2[NH:7][C:8]([S:10]([CH2:11][C:12]3[C:17]([CH3:18])=[C:16]([O:19][CH3:20])[C:15]([CH3:21])=[CH:14][N:13]=3)=[O:32])=[N:9][C:5]=2[CH:4]=1. (2) Given the reactants C([O:3][C:4](=[O:47])[CH2:5][CH2:6][CH2:7][O:8][C:9]1[CH:14]=[CH:13][CH:12]=[C:11]([CH2:15][CH2:16][CH2:17][CH2:18][CH2:19][CH2:20][O:21][C:22]2[CH:23]=[C:24]([C:33]3[CH:38]=[CH:37][C:36]([F:39])=[CH:35][CH:34]=3)[CH:25]=[C:26]([S:28]([CH2:31][CH3:32])(=[O:30])=[O:29])[CH:27]=2)[C:10]=1[CH2:40][CH2:41][C:42]([O:44]CC)=[O:43])C.[OH-].[Na+], predict the reaction product. The product is: [C:42]([CH2:41][CH2:40][C:10]1[C:11]([CH2:15][CH2:16][CH2:17][CH2:18][CH2:19][CH2:20][O:21][C:22]2[CH:23]=[C:24]([C:33]3[CH:34]=[CH:35][C:36]([F:39])=[CH:37][CH:38]=3)[CH:25]=[C:26]([S:28]([CH2:31][CH3:32])(=[O:29])=[O:30])[CH:27]=2)=[CH:12][CH:13]=[CH:14][C:9]=1[O:8][CH2:7][CH2:6][CH2:5][C:4]([OH:47])=[O:3])([OH:44])=[O:43]. (3) Given the reactants [N+:1]([C:4]1[CH:9]=[CH:8][C:7]([N:10]2[CH2:15][CH2:14][N:13]([C:16]([O:18][C:19]([CH3:22])([CH3:21])[CH3:20])=[O:17])[CH2:12][CH2:11]2)=[C:6]([C:23]([F:26])([F:25])[F:24])[CH:5]=1)([O-])=O, predict the reaction product. The product is: [NH2:1][C:4]1[CH:9]=[CH:8][C:7]([N:10]2[CH2:15][CH2:14][N:13]([C:16]([O:18][C:19]([CH3:22])([CH3:20])[CH3:21])=[O:17])[CH2:12][CH2:11]2)=[C:6]([C:23]([F:25])([F:26])[F:24])[CH:5]=1. (4) The product is: [F:19][C:16]1[CH:15]=[CH:14][C:13]([C@@H:4]2[NH:3][C:2]([NH:1][C:36](=[O:37])[NH:35][C:29]3[CH:34]=[CH:33][CH:32]=[CH:31][CH:30]=3)=[C:7]([C:8]([O:10][CH2:11][CH3:12])=[O:9])[CH2:6][CH2:5]2)=[CH:18][CH:17]=1. Given the reactants [NH2:1][C:2]1[NH:3][C@@H:4]([C:13]2[CH:18]=[CH:17][C:16]([F:19])=[CH:15][CH:14]=2)[CH2:5][CH2:6][C:7]=1[C:8]([O:10][CH2:11][CH3:12])=[O:9].CCN(C(C)C)C(C)C.[C:29]1([NH:35][C:36](=O)[O:37]C2C=CC=CC=2)[CH:34]=[CH:33][CH:32]=[CH:31][CH:30]=1, predict the reaction product. (5) Given the reactants [Cl:1][C:2]1[CH:3]=[C:4]2[C:8](=[CH:9][CH:10]=1)[NH:7][CH:6]=[C:5]2[CH2:11][CH2:12][NH:13][C:14](=[O:22])[C:15]1[CH:20]=[CH:19][CH:18]=[C:17](I)[CH:16]=1.[CH3:23][C:24]1[CH:29]=[CH:28][CH:27]=[C:26]([CH3:30])[C:25]=1B(O)O.C(=O)([O-])[O-].[Na+].[Na+], predict the reaction product. The product is: [Cl:1][C:2]1[CH:3]=[C:4]2[C:8](=[CH:9][CH:10]=1)[NH:7][CH:6]=[C:5]2[CH2:11][CH2:12][NH:13][C:14]([C:15]1[CH:16]=[C:17]([C:25]2[C:26]([CH3:30])=[CH:27][CH:28]=[CH:29][C:24]=2[CH3:23])[CH:18]=[CH:19][CH:20]=1)=[O:22]. (6) Given the reactants [Cl:1][C:2]1[CH:3]=[C:4]([CH:9]([NH:14][C:15]([NH:17][C:18]2[N:23]=[C:22]([CH2:24][OH:25])[C:21]3[C:26]([O:29][CH3:30])=[N:27][NH:28][C:20]=3[CH:19]=2)=[O:16])[C:10]([OH:13])([CH3:12])[CH3:11])[CH:5]=[CH:6][C:7]=1[Cl:8].C(O)(C(F)(F)F)=O, predict the reaction product. The product is: [Cl:1][C:2]1[CH:3]=[C:4]([C@H:9]([NH:14][C:15]([NH:17][C:18]2[N:23]=[C:22]([CH2:24][OH:25])[C:21]3[C:26]([O:29][CH3:30])=[N:27][NH:28][C:20]=3[CH:19]=2)=[O:16])[C:10]([OH:13])([CH3:11])[CH3:12])[CH:5]=[CH:6][C:7]=1[Cl:8]. (7) Given the reactants [Br:1][C:2]1[CH:3]=[CH:4][C:5]([O:17][CH3:18])=[C:6]([C:8]([C:10]2[CH:15]=[CH:14][C:13](Br)=[CH:12][CH:11]=2)=[O:9])[CH:7]=1.C1C=CC(P(C2C=CC=CC=2)C2C=CC=CC=2)=CC=1.C([O-])([O-])=O.[Cs+].[Cs+].[F:44][C:45]1[CH:51]=[C:50]([F:52])[CH:49]=[CH:48][C:46]=1[NH2:47], predict the reaction product. The product is: [Br:1][C:2]1[CH:3]=[CH:4][C:5]([O:17][CH3:18])=[C:6]([C:8]([C:10]2[CH:15]=[CH:14][C:13]([NH:47][C:46]3[CH:48]=[CH:49][C:50]([F:52])=[CH:51][C:45]=3[F:44])=[CH:12][CH:11]=2)=[O:9])[CH:7]=1.